From a dataset of Full USPTO retrosynthesis dataset with 1.9M reactions from patents (1976-2016). Predict the reactants needed to synthesize the given product. (1) Given the product [Cl:14][S:15]([C:11]1[CH:12]=[CH:13][C:5]([O:4][CH2:1][CH2:2][CH3:3])=[C:6]([CH:10]=1)[C:7]([OH:9])=[O:8])(=[O:17])=[O:16], predict the reactants needed to synthesize it. The reactants are: [CH2:1]([O:4][C:5]1[CH:13]=[CH:12][CH:11]=[CH:10][C:6]=1[C:7]([OH:9])=[O:8])[CH2:2][CH3:3].[Cl:14][S:15](O)(=[O:17])=[O:16].S(Cl)(Cl)=O. (2) Given the product [Br:24][C:25]1[CH:30]=[CH:29][C:28]([F:31])=[CH:27][C:26]=1[O:32][CH:6]1[CH2:5][CH2:4][CH2:3][CH2:2][O:1]1, predict the reactants needed to synthesize it. The reactants are: [O:1]1[CH:6]=[CH:5][CH2:4][CH2:3][CH2:2]1.C1(C)C=CC(S([O-])(=O)=O)=CC=1.[NH+]1C=CC=CC=1.[Br:24][C:25]1[CH:30]=[CH:29][C:28]([F:31])=[CH:27][C:26]=1[OH:32]. (3) Given the product [CH3:26][C:22]1[CH:23]=[CH:24][CH:25]=[C:20]([CH3:19])[C:21]=1[C:27]1[CH:28]=[CH:29][C:30]([C:6]([N:8]2[CH2:12][C:11](=[N:13][O:14][CH3:15])[CH2:10][C@H:9]2[C:16]([NH:36][CH:37]([CH2:40][OH:41])[CH2:38][OH:39])=[O:18])=[O:7])=[CH:31][CH:32]=1, predict the reactants needed to synthesize it. The reactants are: C(O[C:6]([N:8]1[CH2:12][C:11](=[N:13][O:14][CH3:15])[CH2:10][C@H:9]1[C:16]([OH:18])=O)=[O:7])(C)(C)C.[CH3:19][C:20]1[CH:25]=[CH:24][CH:23]=[C:22]([CH3:26])[C:21]=1[C:27]1[CH:32]=[CH:31][C:30](C(O)=O)=[CH:29][CH:28]=1.[NH2:36][CH:37]([CH2:40][OH:41])[CH2:38][OH:39]. (4) Given the product [N:41]1[CH:42]=[CH:5][CH:4]=[C:3]([C:6]2[CH:7]=[C:8]3[C:14]([C:15]4[CH:16]=[C:17]([CH:38]=[CH:39][CH:40]=4)[CH2:18][NH:19][C:20]([C:22]4[C:23](=[O:37])[N:24]([CH2:28][C:29]5[CH:34]=[CH:33][C:32]([F:35])=[C:31]([F:36])[CH:30]=5)[CH:25]=[CH:26][CH:27]=4)=[O:21])=[CH:13][NH:12][C:9]3=[N:10][CH:11]=2)[CH:2]=1, predict the reactants needed to synthesize it. The reactants are: S1[CH:5]=[CH:4][C:3]([C:6]2[CH:7]=[C:8]3[C:14]([C:15]4[CH:16]=[C:17]([CH:38]=[CH:39][CH:40]=4)[CH2:18][NH:19][C:20]([C:22]4[C:23](=[O:37])[N:24]([CH2:28][C:29]5[CH:34]=[CH:33][C:32]([F:35])=[C:31]([F:36])[CH:30]=5)[CH:25]=[CH:26][CH:27]=4)=[O:21])=[CH:13][NH:12][C:9]3=[N:10][CH:11]=2)=[CH:2]1.[N:41]1C=CC=C(B(O)O)[CH:42]=1.B(O)O. (5) Given the product [Cl:13][C:14]1[CH:19]=[CH:18][CH:17]=[C:16]([F:20])[C:15]=1[CH:21]1[C:26]([C:1]([N:8]2[CH:12]=[CH:11][N:10]=[CH:9]2)=[O:2])=[C:25]([CH3:30])[NH:24][C:23]([CH3:31])=[C:22]1[C:32]([O:34][CH:35]1[CH2:39][CH2:38][CH2:37][CH2:36]1)=[O:33], predict the reactants needed to synthesize it. The reactants are: [C:1]([N:8]1[CH:12]=[CH:11][N:10]=[CH:9]1)(N1C=CN=C1)=[O:2].[Cl:13][C:14]1[CH:19]=[CH:18][CH:17]=[C:16]([F:20])[C:15]=1[CH:21]1[C:26](C(O)=O)=[C:25]([CH3:30])[NH:24][C:23]([CH3:31])=[C:22]1[C:32]([O:34][CH:35]1[CH2:39][CH2:38][CH2:37][CH2:36]1)=[O:33].C1(C)C=CC=CC=1.C(OCC)(=O)C. (6) Given the product [CH2:34]([NH:41][S:20]([C:16]1[CH:17]=[CH:18][CH:19]=[C:14]([C:10]2[N:9]=[C:8]([C:6]3[CH:5]=[C:4]([C:24]4[CH:25]=[CH:26][C:27]([C:30]([F:32])([F:33])[F:31])=[CH:28][CH:29]=4)[CH:3]=[C:2]([CH3:1])[N:7]=3)[CH:13]=[CH:12][CH:11]=2)[CH:15]=1)(=[O:22])=[O:21])[C:35]1[CH:40]=[CH:39][CH:38]=[CH:37][CH:36]=1, predict the reactants needed to synthesize it. The reactants are: [CH3:1][C:2]1[N:7]=[C:6]([C:8]2[CH:13]=[CH:12][CH:11]=[C:10]([C:14]3[CH:15]=[C:16]([S:20](Cl)(=[O:22])=[O:21])[CH:17]=[CH:18][CH:19]=3)[N:9]=2)[CH:5]=[C:4]([C:24]2[CH:29]=[CH:28][C:27]([C:30]([F:33])([F:32])[F:31])=[CH:26][CH:25]=2)[CH:3]=1.[CH2:34]([NH2:41])[C:35]1[CH:40]=[CH:39][CH:38]=[CH:37][CH:36]=1. (7) Given the product [CH3:26][O:27][C:28]1[CH:34]=[CH:33][C:31]([NH:32]/[C:16](=[C:6]2\[C:5](=[O:25])[NH:4][C:12]3[C:7]\2=[CH:8][C:9]([N+:13]([O-:15])=[O:14])=[CH:10][CH:11]=3)/[C:17]2[CH:18]=[CH:19][CH:20]=[CH:21][CH:22]=2)=[CH:30][CH:29]=1, predict the reactants needed to synthesize it. The reactants are: C([N:4]1[C:12]2[C:7](=[CH:8][C:9]([N+:13]([O-:15])=[O:14])=[CH:10][CH:11]=2)[C:6](=[C:16](OC)[C:17]2[CH:22]=[CH:21][CH:20]=[CH:19][CH:18]=2)[C:5]1=[O:25])(=O)C.[CH3:26][O:27][C:28]1[CH:34]=[CH:33][C:31]([NH2:32])=[CH:30][CH:29]=1.